Dataset: Full USPTO retrosynthesis dataset with 1.9M reactions from patents (1976-2016). Task: Predict the reactants needed to synthesize the given product. Given the product [S:1]1[C:5]2[CH:6]=[C:7]([N:10]3[CH2:14][CH2:13][N:12]([C:5]4[CH:4]=[N:3][CH:2]=[CH:38][C:39]=4[CH2:25][N:24]4[CH2:19][CH2:20][CH2:21][CH2:22]4)[C:11]3=[O:15])[CH:8]=[CH:9][C:4]=2[N:3]=[CH:2]1, predict the reactants needed to synthesize it. The reactants are: [S:1]1[C:5]2[CH:6]=[C:7]([N:10]3[CH2:14][CH2:13][NH:12][C:11]3=[O:15])[CH:8]=[CH:9][C:4]=2[N:3]=[CH:2]1.CNC1C[CH2:22][CH2:21][CH2:20][CH:19]1[NH:24][CH3:25].P([O-])([O-])([O-])=O.[K+].[K+].[K+].O1[CH2:39][CH2:38]OCC1.